Dataset: Forward reaction prediction with 1.9M reactions from USPTO patents (1976-2016). Task: Predict the product of the given reaction. Given the reactants [CH3:1][C:2]1([CH3:39])[O:7][C:6]2[CH:8]=[CH:9][C:10]([C@H:12]3[O:16]C(=O)[N:14]([CH2:18][CH2:19][C:20]4[CH:38]=[CH:37][C:23]([O:24][CH2:25][CH2:26][O:27][CH2:28][C:29]5[CH:30]=[C:31]([CH:34]=[CH:35][CH:36]=5)[C:32]#[N:33])=[CH:22][CH:21]=4)[CH2:13]3)=[CH:11][C:5]=2[CH2:4][O:3]1.[O:40]([Si](C)(C)C)[K], predict the reaction product. The product is: [NH3:14].[CH3:2][OH:3].[CH3:39][C:2]1([CH3:1])[O:3][C:4]2[CH:5]=[CH:11][C:10]([C@@H:12]([OH:16])[CH2:13][NH:14][CH2:18][CH2:19][C:20]3[CH:38]=[CH:37][C:23]([O:24][CH2:25][CH2:26][O:27][CH2:28][C:29]4[CH:30]=[C:31]([CH:34]=[CH:35][CH:36]=4)[C:32]([NH2:33])=[O:40])=[CH:22][CH:21]=3)=[CH:9][C:8]=2[CH2:6][O:7]1.